Predict the product of the given reaction. From a dataset of Forward reaction prediction with 1.9M reactions from USPTO patents (1976-2016). (1) Given the reactants [Cl:1][C:2]1[N:11]=[CH:10][CH:9]=[C:8]2[C:3]=1[CH:4]=[C:5]([C:30]1[CH:35]=[CH:34][CH:33]=[CH:32][CH:31]=1)[C:6]([C:12]1[CH:17]=[CH:16][C:15]([C:18]3([NH:22]C(=O)OC(C)(C)C)[CH2:21][CH2:20][CH2:19]3)=[CH:14][CH:13]=1)=[N:7]2.Cl.CCOC(C)=O, predict the reaction product. The product is: [Cl:1][C:2]1[N:11]=[CH:10][CH:9]=[C:8]2[C:3]=1[CH:4]=[C:5]([C:30]1[CH:31]=[CH:32][CH:33]=[CH:34][CH:35]=1)[C:6]([C:12]1[CH:13]=[CH:14][C:15]([C:18]3([NH2:22])[CH2:19][CH2:20][CH2:21]3)=[CH:16][CH:17]=1)=[N:7]2. (2) Given the reactants [O:1]=[C:2]1[C:11]([CH:12]2[CH2:17][CH2:16][N:15]([C:18]([O:20][C@H:21]([CH2:26][C:27]3[CH:35]=[C:34]([CH3:36])[C:33]4[C:29](=[CH:30][N:31]([CH2:37][O:38][CH3:39])[N:32]=4)[CH:28]=3)[C:22](OC)=[O:23])=[O:19])[CH2:14][CH2:13]2)=[CH:10][C:9]2[C:4](=[CH:5][CH:6]=[CH:7][CH:8]=2)[NH:3]1.[BH4-].[Li+], predict the reaction product. The product is: [O:1]=[C:2]1[C:11]([CH:12]2[CH2:13][CH2:14][N:15]([C:18]([O:20][C@H:21]([CH2:26][C:27]3[CH:35]=[C:34]([CH3:36])[C:33]4[C:29](=[CH:30][N:31]([CH2:37][O:38][CH3:39])[N:32]=4)[CH:28]=3)[CH2:22][OH:23])=[O:19])[CH2:16][CH2:17]2)=[CH:10][C:9]2[C:4](=[CH:5][CH:6]=[CH:7][CH:8]=2)[NH:3]1. (3) The product is: [Cl:25][C:22]1[CH:21]=[CH:20][C:19]([C:18]([N:9]2[C:10]3[C:15](=[CH:14][C:13]([O:16][CH3:17])=[CH:12][CH:11]=3)[C:7]([CH2:6][C:5]([NH:4][CH2:3][CH2:2][NH:1][C:56](=[O:57])[C:55]3[CH:54]=[CH:53][C:52]([N+:49]([O-:51])=[O:50])=[CH:60][CH:59]=3)=[O:28])=[C:8]2[CH3:27])=[O:26])=[CH:24][CH:23]=1. Given the reactants [NH2:1][CH2:2][CH2:3][NH:4][C:5](=[O:28])[CH2:6][C:7]1[C:15]2[C:10](=[CH:11][CH:12]=[C:13]([O:16][CH3:17])[CH:14]=2)[N:9]([C:18](=[O:26])[C:19]2[CH:24]=[CH:23][C:22]([Cl:25])=[CH:21][CH:20]=2)[C:8]=1[CH3:27].CCN=C=NCCCN(C)C.CCN(C(C)C)C(C)C.[N+:49]([C:52]1[CH:60]=[CH:59][C:55]([C:56](O)=[O:57])=[CH:54][CH:53]=1)([O-:51])=[O:50].C1C=CC2N(O)N=NC=2C=1, predict the reaction product. (4) Given the reactants [NH2:1][C:2]1[CH:7]=[CH:6][C:5]([C:8]2[C:9]([N:28]([CH3:33])[S:29]([CH3:32])(=[O:31])=[O:30])=[CH:10][C:11]3[O:15][C:14]([C:16]4[CH:21]=[CH:20][C:19]([F:22])=[CH:18][CH:17]=4)=[C:13]([C:23]([NH:25][CH3:26])=[O:24])[C:12]=3[CH:27]=2)=[CH:4][C:3]=1[C:34]1[O:35][C:36]2[CH:42]=[CH:41][CH:40]=[C:39]([F:43])[C:37]=2[N:38]=1.N1C=CC=CC=1.[CH3:50][S:51](Cl)(=[O:53])=[O:52], predict the reaction product. The product is: [F:43][C:39]1[C:37]2[N:38]=[C:34]([C:3]3[CH:4]=[C:5]([C:8]4[C:9]([N:28]([CH3:33])[S:29]([CH3:32])(=[O:30])=[O:31])=[CH:10][C:11]5[O:15][C:14]([C:16]6[CH:21]=[CH:20][C:19]([F:22])=[CH:18][CH:17]=6)=[C:13]([C:23]([NH:25][CH3:26])=[O:24])[C:12]=5[CH:27]=4)[CH:6]=[CH:7][C:2]=3[NH:1][S:51]([CH3:50])(=[O:53])=[O:52])[O:35][C:36]=2[CH:42]=[CH:41][CH:40]=1. (5) Given the reactants [C:1]([C:4]1[C:9]2[N:10]([CH2:13][C:14]([NH:16][CH2:17][C:18]3[CH:23]=[CH:22][C:21]([C:24]([CH3:27])([CH3:26])[CH3:25])=[CH:20][CH:19]=3)=[O:15])[CH:11]=[N:12][C:8]=2[CH:7]=[CH:6][CH:5]=1)(=[O:3])[CH3:2].[BH4-].[Na+], predict the reaction product. The product is: [C:24]([C:21]1[CH:20]=[CH:19][C:18]([CH2:17][NH:16][C:14](=[O:15])[CH2:13][N:10]2[C:9]3[C:4]([CH:1]([OH:3])[CH3:2])=[CH:5][CH:6]=[CH:7][C:8]=3[N:12]=[CH:11]2)=[CH:23][CH:22]=1)([CH3:25])([CH3:26])[CH3:27]. (6) Given the reactants Br[C:2]1[CH:7]=[CH:6][C:5]([Cl:8])=[CH:4][CH:3]=1.[NH:9]1[CH:13]=[CH:12][CH:11]=[N:10]1, predict the reaction product. The product is: [Cl:8][C:5]1[CH:6]=[CH:7][C:2]([N:9]2[CH:13]=[CH:12][CH:11]=[N:10]2)=[CH:3][CH:4]=1. (7) Given the reactants [Br:1][C:2]1[CH:11]=[CH:10][C:9]2[N:8]=[CH:7][C:6]3[NH:12][C:13](=[O:22])[N:14]([C:15]4[CH:20]=[CH:19][CH:18]=[CH:17][C:16]=4[Cl:21])[C:5]=3[C:4]=2[CH:3]=1.[H-].[Na+].[CH3:25]I.O, predict the reaction product. The product is: [Br:1][C:2]1[CH:11]=[CH:10][C:9]2[N:8]=[CH:7][C:6]3[N:12]([CH3:25])[C:13](=[O:22])[N:14]([C:15]4[CH:20]=[CH:19][CH:18]=[CH:17][C:16]=4[Cl:21])[C:5]=3[C:4]=2[CH:3]=1. (8) Given the reactants Br[C:2]1[CH:7]=[CH:6][C:5]([Br:8])=[CH:4][CH:3]=1.[C:9]1([CH2:15][O:16][C:17]([NH:19][CH2:20][CH:21]=[CH2:22])=[O:18])[CH:14]=[CH:13][CH:12]=[CH:11][CH:10]=1.B1C2CCCC1CCC2.[OH-].[Na+], predict the reaction product. The product is: [Br:8][C:5]1[CH:6]=[CH:7][C:2]([CH2:22][CH2:21][CH2:20][NH:19][C:17]([O:16][CH2:15][C:9]2[CH:10]=[CH:11][CH:12]=[CH:13][CH:14]=2)=[O:18])=[CH:3][CH:4]=1.